This data is from Full USPTO retrosynthesis dataset with 1.9M reactions from patents (1976-2016). The task is: Predict the reactants needed to synthesize the given product. (1) The reactants are: [Cl:1][C:2]1[CH:11]=[CH:10][C:5]([C:6]([O:8]C)=[O:7])=[C:4]([CH3:12])[N:3]=1.[OH-].[K+].Cl. Given the product [Cl:1][C:2]1[CH:11]=[CH:10][C:5]([C:6]([OH:8])=[O:7])=[C:4]([CH3:12])[N:3]=1, predict the reactants needed to synthesize it. (2) Given the product [Cl:56][C:38]1[C:39]([NH:41][C:42]2[CH:47]=[CH:46][C:45]([N:48]3[CH2:53][CH2:52][O:51][CH2:50][CH2:49]3)=[CH:44][C:43]=2[CH2:19][CH3:20])=[N:40][C:35]([NH:16][C:13]2[CH:14]=[CH:15][C:8]3[CH2:7][CH2:6][CH:5]([NH:4][CH2:3][C:2]([F:17])([F:18])[F:1])[CH2:11][CH2:10][C:9]=3[CH:12]=2)=[N:36][CH:37]=1, predict the reactants needed to synthesize it. The reactants are: [F:1][C:2]([F:18])([F:17])[CH2:3][NH:4][CH:5]1[CH2:11][CH2:10][C:9]2[CH:12]=[C:13]([NH2:16])[CH:14]=[CH:15][C:8]=2[CH2:7][CH2:6]1.[CH3:19][C:20]1(C)[C@]2(CS(O)(=O)=O)C(C[C@H]1CC2)=O.Cl[C:35]1[N:40]=[C:39]([NH:41][C:42]2[CH:47]=[CH:46][C:45]([N:48]3[CH2:53][CH2:52][O:51][CH2:50][CH2:49]3)=[CH:44][C:43]=2OC)[C:38]([Cl:56])=[CH:37][N:36]=1.C(O)(C(F)(F)F)=O. (3) Given the product [C:1]1([N:7]2[C:15]3[C:10](=[CH:11][CH:12]=[CH:13][CH:14]=3)[C:9]([CH:16]=[O:17])=[N:8]2)[CH:2]=[CH:3][CH:4]=[CH:5][CH:6]=1, predict the reactants needed to synthesize it. The reactants are: [C:1]1([N:7]2[C:15]3[C:10](=[CH:11][CH:12]=[CH:13][CH:14]=3)[C:9]([C:16](OC)=[O:17])=[N:8]2)[CH:6]=[CH:5][CH:4]=[CH:3][CH:2]=1.C1(C)C=CC=CC=1.[H-].C([Al+]CC(C)C)C(C)C.Cl. (4) Given the product [CH2:2]([S:7][C:5](=[N:8][C:9]1[CH:14]=[CH:13][CH:12]=[CH:11][CH:10]=1)[CH3:6])[CH3:3], predict the reactants needed to synthesize it. The reactants are: [O-][CH2:2][CH3:3].[Na+].[C:5]([NH:8][C:9]1[CH:14]=[CH:13][CH:12]=[CH:11][CH:10]=1)(=[S:7])[CH3:6].C(O)C.ICC. (5) The reactants are: [OH:1][C:2]1[CH:3]=[C:4]([CH:7]=[C:8]([N+:11]([O-:13])=[O:12])[C:9]=1[OH:10])[CH:5]=O.[CH2:14]([N:16]([CH2:22][CH3:23])[C:17](=[O:21])[CH2:18][C:19]#[N:20])[CH3:15].C(O)(=O)C.N1CCCCC1. Given the product [CH2:14]([N:16]([CH2:22][CH3:23])[C:17](=[O:21])[C:18]([C:19]#[N:20])=[CH:5][C:4]1[CH:7]=[C:8]([N+:11]([O-:13])=[O:12])[C:9]([OH:10])=[C:2]([OH:1])[CH:3]=1)[CH3:15], predict the reactants needed to synthesize it. (6) Given the product [NH2:7][C:8]1[C:16]2[C:11](=[N:12][CH:13]=[C:14]([B:19]([OH:23])[OH:20])[CH:15]=2)[NH:10][N:9]=1, predict the reactants needed to synthesize it. The reactants are: C(OC(=O)[NH:7][C:8]1[C:16]2[C:11](=[N:12][CH:13]=[C:14](Br)[CH:15]=2)[NH:10][N:9]=1)(C)(C)C.[B:19]1(B2OC(C)(C)C(C)(C)O2)[O:23]C(C)(C)C(C)(C)[O:20]1.C([O-])(=O)C.[K+].ClCCl. (7) Given the product [F:23][C:20]1[CH:19]=[CH:18][C:17]([C:15]2[N:14]=[N:13][N:12]([CH2:8][CH2:9][C:10]#[C:11][C:2]3[CH:7]=[CH:6][CH:5]=[CH:4][N:3]=3)[CH:16]=2)=[CH:22][CH:21]=1, predict the reactants needed to synthesize it. The reactants are: Br[C:2]1[CH:7]=[CH:6][CH:5]=[CH:4][N:3]=1.[CH2:8]([N:12]1[CH:16]=[C:15]([C:17]2[CH:22]=[CH:21][C:20]([F:23])=[CH:19][CH:18]=2)[N:14]=[N:13]1)[CH2:9][C:10]#[CH:11].